Dataset: Peptide-MHC class II binding affinity with 134,281 pairs from IEDB. Task: Regression. Given a peptide amino acid sequence and an MHC pseudo amino acid sequence, predict their binding affinity value. This is MHC class II binding data. (1) The MHC is HLA-DPA10201-DPB10101 with pseudo-sequence HLA-DPA10201-DPB10101. The binding affinity (normalized) is 0.525. The peptide sequence is RLEFDEFVTLAAKFI. (2) The peptide sequence is FDHDILPDKFYEEFC. The MHC is H-2-IAb with pseudo-sequence H-2-IAb. The binding affinity (normalized) is 0. (3) The peptide sequence is RAKLALDNIVMLHTT. The MHC is DRB1_0301 with pseudo-sequence DRB1_0301. The binding affinity (normalized) is 0.969. (4) The peptide sequence is TVVPARSTLAAKAAA. The MHC is H-2-IAd with pseudo-sequence H-2-IAd. The binding affinity (normalized) is 0.771. (5) The peptide sequence is RLKGESRKTFVELMR. The MHC is DRB1_0301 with pseudo-sequence DRB1_0301. The binding affinity (normalized) is 0.201.